Dataset: Full USPTO retrosynthesis dataset with 1.9M reactions from patents (1976-2016). Task: Predict the reactants needed to synthesize the given product. (1) Given the product [C:13]([C:17]1[CH:21]=[C:20]([NH:22][C:6](=[O:7])[NH:30][C:31]2[C:40]3[C:35](=[CH:36][CH:37]=[CH:38][CH:39]=3)[C:34]([O:41][C:42]3[CH:47]=[CH:46][N:45]=[C:44]([NH:48][C:49](=[O:53])[CH2:50][O:51][CH3:52])[CH:43]=3)=[CH:33][CH:32]=2)[N:19]([C:23]2[CH:24]=[CH:25][C:26]([CH3:29])=[CH:27][CH:28]=2)[N:18]=1)([CH3:16])([CH3:15])[CH3:14], predict the reactants needed to synthesize it. The reactants are: C1N=CN([C:6](N2C=NC=C2)=[O:7])C=1.[C:13]([C:17]1[CH:21]=[C:20]([NH2:22])[N:19]([C:23]2[CH:28]=[CH:27][C:26]([CH3:29])=[CH:25][CH:24]=2)[N:18]=1)([CH3:16])([CH3:15])[CH3:14].[NH2:30][C:31]1[C:40]2[C:35](=[CH:36][CH:37]=[CH:38][CH:39]=2)[C:34]([O:41][C:42]2[CH:47]=[CH:46][N:45]=[C:44]([NH:48][C:49](=[O:53])[CH2:50][O:51][CH3:52])[CH:43]=2)=[CH:33][CH:32]=1.CO. (2) Given the product [O:4]=[C:5]1[CH2:10][CH2:9][CH:8]([CH2:11][C:12]([O:14][CH2:15][CH3:16])=[O:13])[CH2:7][CH2:6]1, predict the reactants needed to synthesize it. The reactants are: O1[C:5]2([CH2:10][CH2:9][CH:8]([CH2:11][C:12]([O:14][CH2:15][CH3:16])=[O:13])[CH2:7][CH2:6]2)[O:4]CC1.Cl.C([O-])(O)=O.[Na+]. (3) Given the product [CH3:1][C@:2]1([C:27]([OH:29])=[O:28])[CH2:6][CH2:5][CH2:4][N:3]1[C:7]([CH:9]1[CH2:14][CH2:13][N:12]([C:15]2[CH:16]=[N:17][CH:18]=[CH:19][C:20]=2[N:21]2[CH:25]=[C:24]([CH3:26])[CH:23]=[N:22]2)[CH2:11][CH2:10]1)=[O:8], predict the reactants needed to synthesize it. The reactants are: [CH3:1][C@:2]1([C:27]([O:29]C)=[O:28])[CH2:6][CH2:5][CH2:4][N:3]1[C:7]([CH:9]1[CH2:14][CH2:13][N:12]([C:15]2[CH:16]=[N:17][CH:18]=[CH:19][C:20]=2[N:21]2[CH:25]=[C:24]([CH3:26])[CH:23]=[N:22]2)[CH2:11][CH2:10]1)=[O:8].C1COCC1.[OH-].[Na+].Cl. (4) The reactants are: [C:1]([O:8][CH3:9])(=[O:7])[CH2:2][C:3]([O:5][CH3:6])=[O:4].[CH2:10]=[CH:11][CH2:12][CH2:13][CH2:14]CCC.O=O.O=[C:21]([CH2:32][CH2:33][CH2:34][CH2:35][CH2:36][CH3:37])[CH2:22][CH:23]([C:28]([O:30][CH3:31])=[O:29])[C:24]([O:26][CH3:27])=[O:25]. Given the product [CH2:22]([CH:23]([C:28]([O:30][CH3:31])=[O:29])[C:24]([O:26][CH3:27])=[O:25])[CH2:21][CH2:32][CH2:33][CH2:34][CH2:35][CH2:36][CH3:37].[CH3:31][O:30][C:28]([CH:23]1[CH2:22][CH:21]([CH2:32][CH2:33][CH2:34][CH2:35][CH2:36][CH3:37])[O:26][C:24]1=[O:25])=[O:29].[CH2:22]([CH:23]([CH2:28][CH2:10][CH2:11][CH2:12][CH2:13][CH3:14])[CH2:24][CH:2]([C:1]([O:8][CH3:9])=[O:7])[C:3]([O:5][CH3:6])=[O:4])[CH2:21][CH2:32][CH2:33][CH2:34][CH2:35][CH2:36][CH3:37], predict the reactants needed to synthesize it. (5) The reactants are: C(=O)([O-])[O-].[K+].[K+].[OH:7][C:8]1[C:9]([CH3:14])=[N:10][CH:11]=[CH:12][CH:13]=1.[CH2:15]([O:17][CH2:18][CH2:19]Cl)[CH3:16].O. Given the product [CH2:15]([O:17][CH2:18][CH2:19][O:7][C:8]1[C:9]([CH3:14])=[N:10][CH:11]=[CH:12][CH:13]=1)[CH3:16], predict the reactants needed to synthesize it. (6) The reactants are: N(C(OCC)=O)=NC(OCC)=O.OC1C=C([O:21][S:22]([C:25]2[CH:30]=[CH:29][CH:28]=[CH:27][C:26]=2[Cl:31])(=[O:24])=[O:23])C=C(C)C=1.C(C1C=C(C=CC=1)CO)#N.C1(P(C2C=CC=CC=2)C2C=CC=CC=2)C=CC=CC=1. Given the product [Cl:31][C:26]1[CH:27]=[CH:28][CH:29]=[CH:30][C:25]=1[S:22]([OH:24])(=[O:23])=[O:21], predict the reactants needed to synthesize it. (7) Given the product [CH2:105]([O:104][P:100]([CH2:99][CH2:98][O:97][CH2:96][CH2:95][O:94][CH2:93][CH2:92][O:91][CH2:90][C@H:89]([CH3:108])[NH:88][C:20](=[O:21])[C@@H:19]([NH:18][C:16](=[O:17])[O:15][CH2:14][CH:12]1[C:65]2[CH:66]=[CH:67][CH:68]=[CH:69][C:64]=2[C:10]2[C:11]1=[CH:6][CH:7]=[CH:8][CH:9]=2)[CH2:23][S:24][CH2:25][C@H:26]([NH:41][C:42](=[O:54])[CH2:43][CH2:44][CH2:45][CH2:46][CH2:47][CH2:48][CH2:49][CH2:50][CH2:51][CH2:52][CH3:53])[CH2:27][O:28][CH2:29][CH2:30][CH2:31][CH2:32][CH2:33][CH2:34][CH2:35][CH2:36][CH2:37][CH2:38][CH2:39][CH3:40])([O:101][CH2:102][CH3:103])=[O:107])[CH3:106], predict the reactants needed to synthesize it. The reactants are: C1C2[CH:12]([CH2:14][O:15][C:16]([NH:18][C@@H:19]([CH2:23][S:24][CH2:25][C@H:26]([NH:41][C:42](=[O:54])[CH2:43][CH2:44][CH2:45][CH2:46][CH2:47][CH2:48][CH2:49][CH2:50][CH2:51][CH2:52][CH3:53])[CH2:27][O:28][CH2:29][CH2:30][CH2:31][CH2:32][CH2:33][CH2:34][CH2:35][CH2:36][CH2:37][CH2:38][CH2:39][CH3:40])[C:20](O)=[O:21])=[O:17])[C:11]3[C:6](=[CH:7][CH:8]=[CH:9][CH:10]=3)C=2C=CC=1.CN(C(ON1N=N[C:65]2[CH:66]=[CH:67][CH:68]=[CH:69][C:64]1=2)=[N+](C)C)C.F[P-](F)(F)(F)(F)F.CCN(C(C)C)C(C)C.[NH2:88][C@@H:89]([CH3:108])[CH2:90][O:91][CH2:92][CH2:93][O:94][CH2:95][CH2:96][O:97][CH2:98][CH2:99][P:100](=[O:107])([O:104][CH2:105][CH3:106])[O:101][CH2:102][CH3:103]. (8) Given the product [Cl:16][C:13]1[CH:12]=[C:8]2[C:7](=[CH:15][CH:14]=1)[N:6]=[C:1]([CH2:2][CH2:3][CH3:4])[N:11]=[C:9]2[OH:10], predict the reactants needed to synthesize it. The reactants are: [C:1]([NH:6][C:7]1[CH:15]=[CH:14][C:13]([Cl:16])=[CH:12][C:8]=1[C:9]([NH2:11])=[O:10])(=O)[CH2:2][CH2:3][CH3:4].[OH-].[Na+].Cl. (9) The reactants are: [NH2:1][C:2]1[C:3]([C:7]([O:9][CH3:10])=[O:8])=[N:4][NH:5][CH:6]=1.[N:11]1[CH:16]=[CH:15][CH:14]=[CH:13][C:12]=1[C:17](O)=[O:18].C1C=CC2N(O)N=NC=2C=1.CCN=C=NCCCN(C)C. Given the product [N:11]1[CH:16]=[CH:15][CH:14]=[CH:13][C:12]=1[C:17]([NH:1][C:2]1[C:3]([C:7]([O:9][CH3:10])=[O:8])=[N:4][NH:5][CH:6]=1)=[O:18], predict the reactants needed to synthesize it. (10) Given the product [Br:15][C:16]1[CH:17]=[C:18]2[C:22](=[CH:23][CH:24]=1)[NH:21][C:20](=[O:25])[C:19]2=[CH:9][C:8]1[CH:11]=[C:4]([CH:1]([CH3:3])[CH3:2])[C:5]([O:13][CH3:14])=[CH:6][C:7]=1[CH3:12], predict the reactants needed to synthesize it. The reactants are: [CH:1]([C:4]1[C:5]([O:13][CH3:14])=[CH:6][C:7]([CH3:12])=[C:8]([CH:11]=1)[CH:9]=O)([CH3:3])[CH3:2].[Br:15][C:16]1[CH:17]=[C:18]2[C:22](=[CH:23][CH:24]=1)[NH:21][C:20](=[O:25])[CH2:19]2.